Dataset: Peptide-MHC class I binding affinity with 185,985 pairs from IEDB/IMGT. Task: Regression. Given a peptide amino acid sequence and an MHC pseudo amino acid sequence, predict their binding affinity value. This is MHC class I binding data. (1) The peptide sequence is GGILPWTKI. The MHC is HLA-A02:01 with pseudo-sequence HLA-A02:01. The binding affinity (normalized) is 0. (2) The peptide sequence is RTLHPFGCK. The MHC is HLA-A25:01 with pseudo-sequence HLA-A25:01. The binding affinity (normalized) is 0.0847. (3) The peptide sequence is HSGFIYFGK. The MHC is HLA-A03:01 with pseudo-sequence HLA-A03:01. The binding affinity (normalized) is 0.247. (4) The peptide sequence is EENLLDFVRF. The MHC is HLA-B35:01 with pseudo-sequence HLA-B35:01. The binding affinity (normalized) is 0. (5) The peptide sequence is EMVDELVTRK. The MHC is HLA-A03:01 with pseudo-sequence HLA-A03:01. The binding affinity (normalized) is 0. (6) The peptide sequence is YLFFGRRRV. The MHC is HLA-A02:01 with pseudo-sequence HLA-A02:01. The binding affinity (normalized) is 0.466. (7) The peptide sequence is LPDALLFTL. The binding affinity (normalized) is 0.250. The MHC is HLA-B51:01 with pseudo-sequence HLA-B51:01. (8) The peptide sequence is PGIRYPKTFGW. The MHC is Mamu-B17 with pseudo-sequence Mamu-B17. The binding affinity (normalized) is 0.219.